This data is from Forward reaction prediction with 1.9M reactions from USPTO patents (1976-2016). The task is: Predict the product of the given reaction. (1) Given the reactants C(O)C.[C:4]([CH2:6][C:7]([O:9][CH2:10][CH3:11])=[O:8])#[N:5].[C:12](=[S:14])=[S:13].[OH-].[Na+:16], predict the reaction product. The product is: [C:4]([C:6]([C:7]([O:9][CH2:10][CH3:11])=[O:8])=[C:12]([S-:14])[S-:13])#[N:5].[Na+:16].[Na+:16]. (2) The product is: [C:1]1([S:7]([N:10]2[C:18]3[C:13](=[C:14]([CH2:19][O:32][CH2:31][CH:28]4[CH2:29][CH2:30][C:25]5([O:21][CH2:22][CH2:23][O:24]5)[CH2:26][CH2:27]4)[CH:15]=[CH:16][CH:17]=3)[CH:12]=[CH:11]2)(=[O:9])=[O:8])[CH:6]=[CH:5][CH:4]=[CH:3][CH:2]=1. Given the reactants [C:1]1([S:7]([N:10]2[C:18]3[C:13](=[C:14]([CH2:19]Br)[CH:15]=[CH:16][CH:17]=3)[CH:12]=[CH:11]2)(=[O:9])=[O:8])[CH:6]=[CH:5][CH:4]=[CH:3][CH:2]=1.[O:21]1[C:25]2([CH2:30][CH2:29][CH:28]([CH2:31][OH:32])[CH2:27][CH2:26]2)[O:24][CH2:23][CH2:22]1.C(N(C(C)C)C(C)C)C, predict the reaction product. (3) Given the reactants [N+:1]([C:4]1[CH:5]=[C:6]2[C:10](=[CH:11][CH:12]=1)[NH:9][CH2:8][CH2:7]2)([O-:3])=[O:2].[H-].[Na+].[H][H].Cl.[CH3:18][N:19]([CH3:24])[CH2:20][CH2:21][CH2:22]Cl, predict the reaction product. The product is: [CH3:18][N:19]([CH3:24])[CH2:20][CH2:21][CH2:22][N:9]1[C:10]2[C:6](=[CH:5][C:4]([N+:1]([O-:3])=[O:2])=[CH:12][CH:11]=2)[CH2:7][CH2:8]1. (4) Given the reactants C(OC([N:11]1[CH2:15][CH:14]([O:16][CH3:17])[C:13]([NH:19][C:20]([O:22][C:23]([CH3:26])([CH3:25])[CH3:24])=[O:21])([CH3:18])[CH2:12]1)=O)C1C=CC=CC=1, predict the reaction product. The product is: [C:23]([O:22][C:20]([NH:19][C:13]1([CH3:18])[CH:14]([O:16][CH3:17])[CH2:15][NH:11][CH2:12]1)=[O:21])([CH3:26])([CH3:25])[CH3:24]. (5) The product is: [CH3:1][C:2]1[N:7]=[C:6]([C:33]#[C:32][C:30]2[CH2:31][C:27]3([CH2:38][CH2:39][C:24]([C:19]4[CH:20]=[CH:21][CH:22]=[CH:23][N:18]=4)([C:40]#[N:41])[CH2:25][CH2:26]3)[O:28][N:29]=2)[CH:5]=[CH:4][CH:3]=1. Given the reactants [CH3:1][C:2]1[N:7]=[C:6](N2CCC(=C)CC2)[C:5]([N+]([O-])=O)=[CH:4][CH:3]=1.[N:18]1[CH:23]=[CH:22][CH:21]=[CH:20][C:19]=1[C:24]1([C:40]#[N:41])[CH2:39][CH2:38][C:27]2([CH2:31][C:30]([C:32]#[C:33][Si](C)(C)C)=[N:29][O:28]2)[CH2:26][CH2:25]1, predict the reaction product.